The task is: Predict which catalyst facilitates the given reaction.. This data is from Catalyst prediction with 721,799 reactions and 888 catalyst types from USPTO. (1) Reactant: FC(F)(F)C(O)=O.N[CH:9]([C:13]([CH3:16])([CH3:15])[CH3:14])[C:10]([NH2:12])=[O:11].[C:17]1([CH3:26])[CH:22]=[CH:21][C:20]([C:23](Cl)=[O:24])=[CH:19][CH:18]=1.C([N:29](CC)CC)C. Product: [NH2:12][C:10]([CH:9]([C:21]1[CH:22]=[C:17]([CH3:26])[CH:18]=[CH:19][C:20]=1[C:23]([NH2:29])=[O:24])[C:13]([CH3:16])([CH3:15])[CH3:14])=[O:11]. The catalyst class is: 124. (2) Reactant: [NH2:1][C:2](=[O:31])[CH2:3][N:4]([C:9]1[CH:10]=[C:11]([CH:26]=[CH:27][C:28]=1[O:29][CH3:30])[C:12]([O:14][CH2:15][C:16]([O:18]CC1C=CC=CC=1)=[O:17])=[O:13])[S:5]([CH3:8])(=[O:7])=[O:6]. Product: [NH2:1][C:2](=[O:31])[CH2:3][N:4]([C:9]1[CH:10]=[C:11]([CH:26]=[CH:27][C:28]=1[O:29][CH3:30])[C:12]([O:14][CH2:15][C:16]([OH:18])=[O:17])=[O:13])[S:5]([CH3:8])(=[O:6])=[O:7]. The catalyst class is: 19.